Dataset: Full USPTO retrosynthesis dataset with 1.9M reactions from patents (1976-2016). Task: Predict the reactants needed to synthesize the given product. (1) Given the product [CH3:1][N:2]1[C:10]2[CH:9]3[C:8]([CH3:13])([CH3:12])[CH:7]([CH2:11]3)[CH2:6][C:5]=2[C:4]([CH2:14][OH:15])=[N:3]1, predict the reactants needed to synthesize it. The reactants are: [CH3:1][N:2]1[C:10]2[CH:9]3[CH2:11][CH:7]([C:8]3([CH3:13])[CH3:12])[CH2:6][C:5]=2[C:4]([C:14](OCC)=[O:15])=[N:3]1.[H-].[Al+3].[Li+].[H-].[H-].[H-]. (2) Given the product [ClH:33].[S:1]1[CH:5]=[CH:4][C:3]2[C:6]([N:10]3[CH2:11][CH2:12][N:13]([CH2:16][CH2:17][CH2:18][CH2:19][O:20][C:21]4[CH:30]=[C:29]5[C:24]([CH2:25][CH2:26][N:27]([CH3:32])[C:28]5=[O:31])=[CH:23][CH:22]=4)[CH2:14][CH2:15]3)=[CH:7][CH:8]=[CH:9][C:2]1=2, predict the reactants needed to synthesize it. The reactants are: [S:1]1[CH:5]=[CH:4][C:3]2[C:6]([N:10]3[CH2:15][CH2:14][N:13]([CH2:16][CH2:17][CH2:18][CH2:19][O:20][C:21]4[CH:30]=[C:29]5[C:24]([CH2:25][CH2:26][N:27]([CH3:32])[C:28]5=[O:31])=[CH:23][CH:22]=4)[CH2:12][CH2:11]3)=[CH:7][CH:8]=[CH:9][C:2]1=2.[Cl:33]CCCCOC1C=C2C(CCN(C)C2=O)=CC=1.CO.Cl. (3) Given the product [Cl:20][C:17]1[CH:18]=[CH:19][C:14]2[N:13]=[N:12][C:11](=[O:21])[N:10]([CH2:9][CH2:8][N:5]3[CH2:6][CH2:7][CH:2]([NH:1][CH2:33][C:31]4[CH:30]=[CH:29][C:26]5[O:27][CH2:28][C:23](=[O:22])[NH:24][C:25]=5[N:32]=4)[CH2:3][CH2:4]3)[C:15]=2[CH:16]=1, predict the reactants needed to synthesize it. The reactants are: [NH2:1][CH:2]1[CH2:7][CH2:6][N:5]([CH2:8][CH2:9][N:10]2[C:15]3[CH:16]=[C:17]([Cl:20])[CH:18]=[CH:19][C:14]=3[N:13]=[N:12][C:11]2=[O:21])[CH2:4][CH2:3]1.[O:22]=[C:23]1[CH2:28][O:27][C:26]2[CH:29]=[CH:30][C:31]([CH:33]=O)=[N:32][C:25]=2[NH:24]1.C(O[BH3-])(=O)C.[Na+].CO. (4) Given the product [F:25][C:24]([F:27])([F:26])[C:22]([OH:28])=[O:23].[NH:8]1[CH2:9][CH2:10][CH:11]([C:14]#[C:15][CH2:16][O:17][S:18]([CH3:21])(=[O:20])=[O:19])[CH2:12][CH2:13]1, predict the reactants needed to synthesize it. The reactants are: C(OC([N:8]1[CH2:13][CH2:12][CH:11]([C:14]#[C:15][CH2:16][O:17][S:18]([CH3:21])(=[O:20])=[O:19])[CH2:10][CH2:9]1)=O)(C)(C)C.[C:22]([OH:28])([C:24]([F:27])([F:26])[F:25])=[O:23]. (5) Given the product [CH2:17]([O:16][C:14]([C@@H:3]1[N:2]([CH3:1])[C:6](=[O:7])[CH2:5][C@@H:4]1[C:8]1[CH:9]=[CH:10][CH:11]=[CH:12][CH:13]=1)=[O:15])[CH3:18], predict the reactants needed to synthesize it. The reactants are: [CH3:1][N:2]1[C:6](=[O:7])[CH:5]=[C:4]([C:8]2[CH:13]=[CH:12][CH:11]=[CH:10][CH:9]=2)[CH:3]1[C:14]([O:16][CH2:17][CH3:18])=[O:15]. (6) The reactants are: COC(C1C=C(NS(C2C=CC(C)=CC=2)(=O)=O)C2C(=C(OCC3C=CC=CC=3)C=CC=2)N=1)=O.[CH3:34][O:35][C:36]([C:38]1[CH:47]=[C:46]([O:48]CC2C=CC=CC=2)[C:45]2[C:40](=[C:41]([N+:62]([O-])=O)[CH:42]=[C:43]([N:56]3[CH2:61][CH2:60][CH2:59][CH2:58][CH2:57]3)[CH:44]=2)[N:39]=1)=[O:37]. Given the product [CH3:34][O:35][C:36]([C:38]1[CH:47]=[C:46]([OH:48])[C:45]2[C:40](=[C:41]([NH2:62])[CH:42]=[C:43]([N:56]3[CH2:61][CH2:60][CH2:59][CH2:58][CH2:57]3)[CH:44]=2)[N:39]=1)=[O:37], predict the reactants needed to synthesize it. (7) Given the product [CH3:26][N:17]1[CH:18]=[C:19]([C:20]2[CH:21]=[CH:22][N:23]=[CH:24][CH:25]=2)[C:15]([C:12]2[CH:13]=[CH:14][C:9]([OH:8])=[CH:10][CH:11]=2)=[N:16]1, predict the reactants needed to synthesize it. The reactants are: C([O:8][C:9]1[CH:14]=[CH:13][C:12]([C:15]2[C:19]([C:20]3[CH:25]=[CH:24][N:23]=[CH:22][CH:21]=3)=[CH:18][N:17]([CH3:26])[N:16]=2)=[CH:11][CH:10]=1)C1C=CC=CC=1. (8) The reactants are: C(OC(=O)[NH:7][C:8]1[CH:13]=[C:12]([O:14][CH2:15][CH3:16])[C:11]([C:17]([F:20])([F:19])[F:18])=[CH:10][C:9]=1[NH:21][C:22](=[O:38])[CH2:23][C:24](=O)[C:25]1[CH:30]=[CH:29][CH:28]=[C:27]([C:31]2[CH:36]=[CH:35][CH:34]=[CH:33][N:32]=2)[CH:26]=1)(C)(C)C.C(O)(C(F)(F)F)=O. Given the product [CH2:15]([O:14][C:12]1[C:11]([C:17]([F:20])([F:19])[F:18])=[CH:10][C:9]2[NH:21][C:22](=[O:38])[CH2:23][C:24]([C:25]3[CH:30]=[CH:29][CH:28]=[C:27]([C:31]4[CH:36]=[CH:35][CH:34]=[CH:33][N:32]=4)[CH:26]=3)=[N:7][C:8]=2[CH:13]=1)[CH3:16], predict the reactants needed to synthesize it. (9) Given the product [C:18]([O:22][C:23](=[O:41])[NH:24][C@@H:25]1[CH2:29][CH2:28][N:27]([C:30]2[CH:35]=[CH:34][N:33]=[C:32]([Cl:42])[N:31]=2)[CH2:26]1)([CH3:21])([CH3:20])[CH3:19], predict the reactants needed to synthesize it. The reactants are: N[C@@H]1CCN(C2C=CN=C(NCC(C)C)N=2)C1.[C:18]([O:22][C:23](=[O:41])[NH:24][C@@H:25]1[CH2:29][CH2:28][N:27]([C:30]2[CH:35]=[CH:34][N:33]=[C:32](NCC(C)C)[N:31]=2)[CH2:26]1)([CH3:21])([CH3:20])[CH3:19].[ClH:42].